Predict the reactants needed to synthesize the given product. From a dataset of Retrosynthesis with 50K atom-mapped reactions and 10 reaction types from USPTO. Given the product Nc1ccc(NCC2CCOCC2)nc1, predict the reactants needed to synthesize it. The reactants are: O=[N+]([O-])c1ccc(NCC2CCOCC2)nc1.